Dataset: Full USPTO retrosynthesis dataset with 1.9M reactions from patents (1976-2016). Task: Predict the reactants needed to synthesize the given product. (1) The reactants are: [Na].[C:2]([O:9][CH2:10][CH3:11])(=[O:8])[C:3]([O:5]CC)=O.[C:12]([CH2:14][C:15]([O:17][CH2:18][CH3:19])=[O:16])#[N:13]. Given the product [C:12]([C:14](=[C:3]([OH:5])[C:2]([O:9][CH2:10][CH3:11])=[O:8])[C:15]([O:17][CH2:18][CH3:19])=[O:16])#[N:13], predict the reactants needed to synthesize it. (2) Given the product [F:2][C:3]1[CH:8]=[CH:7][C:6]([NH:9][C:10]([O:12][N:13]=[C:14]2[CH2:19][CH2:18][NH:17][CH2:16][CH2:15]2)=[O:11])=[CH:5][CH:4]=1, predict the reactants needed to synthesize it. The reactants are: Cl.[F:2][C:3]1[CH:8]=[CH:7][C:6]([NH:9][C:10]([O:12][N:13]=[C:14]2[CH2:19][CH2:18][N:17](C(OC(C)(C)C)=O)[CH2:16][CH2:15]2)=[O:11])=[CH:5][CH:4]=1. (3) Given the product [N:20]([CH2:19][CH2:18][O:17][CH2:16][CH2:15][O:14][CH2:13][CH2:12][O:37][C:36]1[CH:38]=[C:30]([CH:31]=[C:32]([O:33][CH2:12][CH2:13][O:14][CH2:15][CH2:16][O:17][CH2:18][CH2:19][N:20]=[N+:21]=[N-:22])[C:34]=1[O:35][CH2:12][CH2:13][O:14][CH2:15][CH2:16][O:26][CH2:23][CH2:19][N:20]=[N+:21]=[N-:22])[C:29]([O:40][CH3:41])=[O:39])=[N+:21]=[N-:22], predict the reactants needed to synthesize it. The reactants are: CC1C=CC(S(O[CH2:12][CH2:13][O:14][CH2:15][CH2:16][O:17][CH2:18][CH2:19][N:20]=[N+:21]=[N-:22])(=O)=O)=CC=1.[C:23]([O-:26])([O-])=O.[K+].[K+].[C:29]([O:40][CH3:41])(=[O:39])[C:30]1[CH:38]=[C:36]([OH:37])[C:34]([OH:35])=[C:32]([OH:33])[CH:31]=1. (4) Given the product [ClH:1].[Cl:1][C:2]1[CH:3]=[CH:4][C:5]([O:26][CH2:27][CH:28]([CH3:29])[CH3:30])=[C:6]([CH2:8][N:9]2[C:13]([CH3:14])=[CH:12][C:11]([C:15]([NH:17][C:18]3[CH:19]=[CH:20][C:21]([CH2:24][NH:34][CH:31]([CH3:33])[CH3:32])=[CH:22][CH:23]=3)=[O:16])=[N:10]2)[CH:7]=1, predict the reactants needed to synthesize it. The reactants are: [Cl:1][C:2]1[CH:3]=[CH:4][C:5]([O:26][CH2:27][CH:28]([CH3:30])[CH3:29])=[C:6]([CH2:8][N:9]2[C:13]([CH3:14])=[CH:12][C:11]([C:15]([NH:17][C:18]3[CH:23]=[CH:22][C:21]([CH:24]=O)=[CH:20][CH:19]=3)=[O:16])=[N:10]2)[CH:7]=1.[CH:31]([NH2:34])([CH3:33])[CH3:32].C(O[BH-](OC(=O)C)OC(=O)C)(=O)C.[Na+].C(O)(=O)C. (5) Given the product [CH2:1]([N:3]([CH2:26][CH3:27])[C:4](=[O:25])[CH:5]([CH2:13][CH2:14][O:15][CH2:16][CH2:17][O:18][CH2:19][CH2:20][O:21][CH2:22][CH2:23][Br:29])[C:6]([N:8]([CH2:11][CH3:12])[CH2:9][CH3:10])=[O:7])[CH3:2], predict the reactants needed to synthesize it. The reactants are: [CH2:1]([N:3]([CH2:26][CH3:27])[C:4](=[O:25])[CH:5]([CH2:13][CH2:14][O:15][CH2:16][CH2:17][O:18][CH2:19][CH2:20][O:21][CH2:22][CH2:23]O)[C:6]([N:8]([CH2:11][CH3:12])[CH2:9][CH3:10])=[O:7])[CH3:2].P(Br)(Br)[Br:29].O.